From a dataset of Full USPTO retrosynthesis dataset with 1.9M reactions from patents (1976-2016). Predict the reactants needed to synthesize the given product. (1) Given the product [C:1]([N:9]([C:18](=[O:25])[C:19]1[CH:24]=[CH:23][CH:22]=[CH:21][CH:20]=1)[NH2:10])(=[O:8])[C:2]1[CH:7]=[CH:6][CH:5]=[CH:4][CH:3]=1, predict the reactants needed to synthesize it. The reactants are: [C:1]([NH:9][NH2:10])(=[O:8])[C:2]1[CH:7]=[CH:6][CH:5]=[CH:4][CH:3]=1.CN1CCCC1=O.[C:18](Cl)(=[O:25])[C:19]1[CH:24]=[CH:23][CH:22]=[CH:21][CH:20]=1. (2) Given the product [Cl:18][C:12]1[CH:13]=[C:14]([Cl:17])[CH:15]=[CH:16][C:11]=1[C:8]1[CH:9]=[CH:10][C:5]([C:3]([OH:4])=[O:2])=[CH:6][CH:7]=1, predict the reactants needed to synthesize it. The reactants are: C[O:2][C:3]([C:5]1[CH:10]=[CH:9][C:8]([C:11]2[CH:16]=[CH:15][C:14]([Cl:17])=[CH:13][C:12]=2[Cl:18])=[CH:7][CH:6]=1)=[O:4].[OH-].[Na+].Cl. (3) Given the product [C:2]1([C:3]([O:5][CH3:6])=[O:4])([C:1]([O:8][C:9]([CH3:12])([CH3:11])[CH3:10])=[O:7])[CH2:15][CH2:14]1, predict the reactants needed to synthesize it. The reactants are: [C:1]([O:8][C:9]([CH3:12])([CH3:11])[CH3:10])(=[O:7])[CH2:2][C:3]([O:5][CH3:6])=[O:4].Br[CH2:14][CH2:15]Cl.C(=O)([O-])[O-].[K+].[K+].F[B-](F)(F)F.C(N1C=C[N+](C)=C1)CCC. (4) Given the product [Br:1][C:2]1[CH:3]=[CH:4][C:5]([OH:11])=[C:6]([C:8](=[O:10])/[CH:9]=[CH:19]/[C:18]2[CH:21]=[CH:22][C:15]([O:14][C:13]([F:12])([F:23])[F:24])=[CH:16][CH:17]=2)[CH:7]=1, predict the reactants needed to synthesize it. The reactants are: [Br:1][C:2]1[CH:3]=[CH:4][C:5]([OH:11])=[C:6]([C:8](=[O:10])[CH3:9])[CH:7]=1.[F:12][C:13]([F:24])([F:23])[O:14][C:15]1[CH:22]=[CH:21][C:18]([CH:19]=O)=[CH:17][CH:16]=1.[OH-].[Na+].Cl. (5) Given the product [CH2:1]([C:8]([CH2:16][CH2:17][C:18]([F:21])([F:20])[F:19])([C:9]#[N:10])[C:11]#[N:12])[C:2]1[CH:7]=[CH:6][CH:5]=[CH:4][CH:3]=1, predict the reactants needed to synthesize it. The reactants are: [CH2:1]([CH:8]([C:11]#[N:12])[C:9]#[N:10])[C:2]1[CH:7]=[CH:6][CH:5]=[CH:4][CH:3]=1.[H-].[Na+].Br[CH2:16][CH2:17][C:18]([F:21])([F:20])[F:19].